Dataset: Reaction yield outcomes from USPTO patents with 853,638 reactions. Task: Predict the reaction yield, written as a fraction of the theoretical maximum amount of product (1.0 means a 100% yield; for example, 0.34 means a 34% yield). (1) The reactants are [C:1]([CH:4]([CH2:17][CH2:18][CH2:19][CH2:20][C:21]#[N:22])[CH2:5][CH2:6][C:7]1[CH:16]=[CH:15][C:10]([C:11]([O:13][CH3:14])=[O:12])=[CH:9][CH:8]=1)(O)=[O:2].C(=O)(O)[O-]. The catalyst is C1COCC1. The product is [C:21]([CH2:20][CH2:19][CH2:18][CH2:17][CH:4]([CH2:1][OH:2])[CH2:5][CH2:6][C:7]1[CH:16]=[CH:15][C:10]([C:11]([O:13][CH3:14])=[O:12])=[CH:9][CH:8]=1)#[N:22]. The yield is 0.470. (2) The reactants are Cl[C:2]1[C:11]2[C:6](=[CH:7][CH:8]=[C:9]([Br:12])[CH:10]=2)[N:5]=[CH:4][CH:3]=1.[NH:13]1[CH2:18][CH2:17][CH2:16][CH2:15][CH2:14]1. The catalyst is CN1CCCC1=O. The product is [Br:12][C:9]1[CH:10]=[C:11]2[C:6](=[CH:7][CH:8]=1)[N:5]=[CH:4][CH:3]=[C:2]2[N:13]1[CH2:18][CH2:17][CH2:16][CH2:15][CH2:14]1. The yield is 0.730.